From a dataset of NCI-60 drug combinations with 297,098 pairs across 59 cell lines. Regression. Given two drug SMILES strings and cell line genomic features, predict the synergy score measuring deviation from expected non-interaction effect. (1) Synergy scores: CSS=-2.39, Synergy_ZIP=1.31, Synergy_Bliss=4.91, Synergy_Loewe=-1.49, Synergy_HSA=1.86. Cell line: 786-0. Drug 2: C1C(C(OC1N2C=NC(=NC2=O)N)CO)O. Drug 1: C1CC(C1)(C(=O)O)C(=O)O.[NH2-].[NH2-].[Pt+2]. (2) Drug 1: C1=C(C(=O)NC(=O)N1)N(CCCl)CCCl. Drug 2: CS(=O)(=O)OCCCCOS(=O)(=O)C. Cell line: HOP-92. Synergy scores: CSS=25.2, Synergy_ZIP=-10.0, Synergy_Bliss=-6.40, Synergy_Loewe=-17.8, Synergy_HSA=-5.56. (3) Drug 1: CC1CCC2CC(C(=CC=CC=CC(CC(C(=O)C(C(C(=CC(C(=O)CC(OC(=O)C3CCCCN3C(=O)C(=O)C1(O2)O)C(C)CC4CCC(C(C4)OC)O)C)C)O)OC)C)C)C)OC. Drug 2: CC(C)NC(=O)C1=CC=C(C=C1)CNNC.Cl. Cell line: T-47D. Synergy scores: CSS=20.0, Synergy_ZIP=8.07, Synergy_Bliss=11.8, Synergy_Loewe=12.0, Synergy_HSA=10.8. (4) Drug 1: CC1=C(C=C(C=C1)NC(=O)C2=CC=C(C=C2)CN3CCN(CC3)C)NC4=NC=CC(=N4)C5=CN=CC=C5. Drug 2: C(CN)CNCCSP(=O)(O)O. Cell line: U251. Synergy scores: CSS=-4.23, Synergy_ZIP=7.87, Synergy_Bliss=5.98, Synergy_Loewe=0.457, Synergy_HSA=-2.32. (5) Cell line: SK-MEL-28. Drug 2: C1CCC(C(C1)N)N.C(=O)(C(=O)[O-])[O-].[Pt+4]. Drug 1: C1=CC=C(C=C1)NC(=O)CCCCCCC(=O)NO. Synergy scores: CSS=24.6, Synergy_ZIP=-4.30, Synergy_Bliss=1.02, Synergy_Loewe=-2.73, Synergy_HSA=-0.258.